Predict which catalyst facilitates the given reaction. From a dataset of Catalyst prediction with 721,799 reactions and 888 catalyst types from USPTO. (1) Reactant: [Si:1]([O:18][CH2:19][C@H:20]1[O:24][C:23](=[O:25])[CH2:22][CH2:21]1)([C:14]([CH3:17])([CH3:16])[CH3:15])([C:8]1[CH:13]=[CH:12][CH:11]=[CH:10][CH:9]=1)[C:2]1[CH:7]=[CH:6][CH:5]=[CH:4][CH:3]=1.C[Si]([N-][Si](C)(C)C)(C)C.[Li+].[CH3:36][C:37]([CH3:39])=[O:38]. Product: [Si:1]([O:18][CH2:19][C@H:20]1[O:24][C:23](=[O:25])[C@H:22]([C:37]([OH:38])([CH3:39])[CH3:36])[CH2:21]1)([C:14]([CH3:17])([CH3:15])[CH3:16])([C:8]1[CH:13]=[CH:12][CH:11]=[CH:10][CH:9]=1)[C:2]1[CH:7]=[CH:6][CH:5]=[CH:4][CH:3]=1. The catalyst class is: 7. (2) Reactant: [CH3:1][C:2]1[O:6][N:5]=[C:4]([C:7]2[CH:12]=[CH:11][CH:10]=[CH:9][CH:8]=2)[C:3]=1[C:13]1[CH:14]=[C:15]([NH2:18])[NH:16][N:17]=1.C(N(CC)CC)C.[CH2:26](Cl)[C:27]1[CH:32]=[CH:31][CH:30]=[CH:29][CH:28]=1.[O:34]1CCOCC1. Product: [CH3:1][C:2]1[O:6][N:5]=[C:4]([C:7]2[CH:12]=[CH:11][CH:10]=[CH:9][CH:8]=2)[C:3]=1[C:13]1[CH:14]=[C:15]([NH:18][C:26](=[O:34])[C:27]2[CH:32]=[CH:31][CH:30]=[CH:29][CH:28]=2)[NH:16][N:17]=1. The catalyst class is: 6. (3) Reactant: [CH3:1][O:2][C:3](=[O:19])[C:4]1[CH:9]=[CH:8][C:7]([CH:10]2[CH2:14][CH2:13][NH:12][CH2:11]2)=[C:6]([C:15]([F:18])([F:17])[F:16])[CH:5]=1.[NH:20]1[CH:24]=[CH:23][CH:22]=[C:21]1[C:25](O)=[O:26].F[P-](F)(F)(F)(F)F.N1(OC(N(C)C)=[N+](C)C)C2N=CC=CC=2N=N1.C(N(CC)C(C)C)(C)C. Product: [CH3:1][O:2][C:3](=[O:19])[C:4]1[CH:9]=[CH:8][C:7]([CH:10]2[CH2:14][CH2:13][N:12]([C:25]([C:21]3[NH:20][CH:24]=[CH:23][CH:22]=3)=[O:26])[CH2:11]2)=[C:6]([C:15]([F:16])([F:17])[F:18])[CH:5]=1. The catalyst class is: 30. (4) Reactant: [CH2:1]([CH:3]([CH2:36][CH3:37])[C@H:4]([NH:26][C:27]([C@H:29]1[CH2:34][CH2:33][CH2:32][CH2:31][N:30]1[CH3:35])=[O:28])[C:5]([N:7]([C@@H:11]([CH:23]([CH3:25])[CH3:24])[CH2:12][C@H:13]([C:15]1[S:16][CH:17]=[C:18]([C:20]([OH:22])=[O:21])[N:19]=1)[OH:14])[CH2:8][CH2:9][CH3:10])=[O:6])[CH3:2].[C:38](OC(=O)C)(=[O:40])[CH3:39].O.C1COCC1. The catalyst class is: 17. Product: [C:38]([O:14][C@@H:13]([C:15]1[S:16][CH:17]=[C:18]([C:20]([OH:22])=[O:21])[N:19]=1)[CH2:12][C@@H:11]([N:7]([CH2:8][CH2:9][CH3:10])[C:5](=[O:6])[C@@H:4]([NH:26][C:27]([C@H:29]1[CH2:34][CH2:33][CH2:32][CH2:31][N:30]1[CH3:35])=[O:28])[CH:3]([CH2:1][CH3:2])[CH2:36][CH3:37])[CH:23]([CH3:24])[CH3:25])(=[O:40])[CH3:39]. (5) Reactant: [Cl:1][C:2]1[CH:27]=[CH:26][C:5]([O:6][C:7]2[CH:12]=[CH:11][C:10]([N:13]3[C@@H:17]([C:18]4[CH:23]=[CH:22][CH:21]=[C:20]([OH:24])[CH:19]=4)[CH2:16][NH:15][C:14]3=[O:25])=[CH:9][CH:8]=2)=[CH:4][CH:3]=1.C([O-])([O-])=O.[Cs+].[Cs+].Br[CH2:35][CH2:36][O:37]C1CCCCO1.O. Product: [Cl:1][C:2]1[CH:27]=[CH:26][C:5]([O:6][C:7]2[CH:8]=[CH:9][C:10]([N:13]3[C@@H:17]([C:18]4[CH:23]=[CH:22][CH:21]=[C:20]([O:24][CH2:35][CH2:36][OH:37])[CH:19]=4)[CH2:16][NH:15][C:14]3=[O:25])=[CH:11][CH:12]=2)=[CH:4][CH:3]=1. The catalyst class is: 10. (6) Reactant: Cl[C:2]1[C:11]2=[N:12][N:13](CC3C=CC(OC)=CC=3)[CH:14]=[C:10]2[C:9]2[CH:8]=[C:7]([O:24][CH3:25])[CH:6]=[CH:5][C:4]=2[N:3]=1.[CH3:26][N:27]1[C:31]2[CH:32]=[C:33]([NH2:36])[CH:34]=[CH:35][C:30]=2[N:29]=[CH:28]1.Cl. Product: [CH3:25][O:24][C:7]1[CH:6]=[CH:5][C:4]2[N:3]=[C:2]([NH:36][C:33]3[CH:34]=[CH:35][C:30]4[N:29]=[CH:28][N:27]([CH3:26])[C:31]=4[CH:32]=3)[C:11]3=[N:12][NH:13][CH:14]=[C:10]3[C:9]=2[CH:8]=1. The catalyst class is: 71.